From a dataset of Reaction yield outcomes from USPTO patents with 853,638 reactions. Predict the reaction yield, written as a fraction of the theoretical maximum amount of product (1.0 means a 100% yield; for example, 0.34 means a 34% yield). (1) The reactants are [Cl:1][C:2]1[CH:3]=[C:4]([CH:24]=[CH:25][CH:26]=1)[CH2:5][O:6][C:7]1[CH:16]=[C:15]2[C:10]([CH:11]=[C:12]([CH2:18][C:19](OCC)=[O:20])[C:13](=[O:17])[NH:14]2)=[CH:9][CH:8]=1.[NH3:27]. The catalyst is CO. The product is [Cl:1][C:2]1[CH:3]=[C:4]([CH:24]=[CH:25][CH:26]=1)[CH2:5][O:6][C:7]1[CH:16]=[C:15]2[C:10]([CH:11]=[C:12]([CH2:18][C:19]([NH2:27])=[O:20])[C:13](=[O:17])[NH:14]2)=[CH:9][CH:8]=1. The yield is 0.740. (2) The reactants are [C:1]([N:4]1[CH2:9][CH2:8][NH:7][CH2:6][CH2:5]1)(=[O:3])[CH3:2].C(N(C(C)C)CC)(C)C.[F:19][C:20]([F:57])([F:56])[C:21]1[CH:22]=[C:23]([CH:49]=[C:50]([C:52]([F:55])([F:54])[F:53])[CH:51]=1)[CH2:24][N:25]1[CH2:32][CH2:31][CH2:30][NH:29][C:28]2[N:33]=[C:34](S(C)(=O)=O)[N:35]=[C:36]([C:37]3[CH:42]=[CH:41][CH:40]=[CH:39][C:38]=3[CH3:43])[C:27]=2[C:26]1=[O:48].[O:58]1CCO[CH2:60][CH2:59]1. No catalyst specified. The product is [C:59]([N:29]1[CH2:30][CH2:31][CH2:32][N:25]([CH2:24][C:23]2[CH:49]=[C:50]([C:52]([F:54])([F:53])[F:55])[CH:51]=[C:21]([C:20]([F:57])([F:19])[F:56])[CH:22]=2)[C:26](=[O:48])[C:27]2[C:36]([C:37]3[CH:42]=[CH:41][CH:40]=[CH:39][C:38]=3[CH3:43])=[N:35][C:34]([N:7]3[CH2:8][CH2:9][N:4]([C:1](=[O:3])[CH3:2])[CH2:5][CH2:6]3)=[N:33][C:28]1=2)(=[O:58])[CH3:60]. The yield is 0.910. (3) The reactants are Br[C:2]1[N:7]2[N:8]=[CH:9][N:10]=[C:6]2[C:5]([NH:11][C:12]2[S:13][CH:14]=[C:15]([CH2:17][N:18]3[CH2:23][CH2:22][O:21][CH2:20][CH2:19]3)[N:16]=2)=[N:4][CH:3]=1.[NH:24]1[CH:28]=[C:27](B2OC(C)(C)C(C)(C)O2)[CH:26]=[N:25]1.CC(C)([O-])C.[Na+]. The catalyst is CN(C=O)C.O.C1(P(C2C=CC=CC=2)C2C=CC=CC=2)C=CC=CC=1.[Pd].[Pd].[Pd].[Pd]. The product is [NH:24]1[CH:28]=[C:27]([C:2]2[N:7]3[N:8]=[CH:9][N:10]=[C:6]3[C:5]([NH:11][C:12]3[S:13][CH:14]=[C:15]([CH2:17][N:18]4[CH2:23][CH2:22][O:21][CH2:20][CH2:19]4)[N:16]=3)=[N:4][CH:3]=2)[CH:26]=[N:25]1. The yield is 0.290. (4) The reactants are [NH2:1][C:2]1[CH:10]=[CH:9][CH:8]=[C:7]([Cl:11])[C:3]=1[C:4]([OH:6])=O.N1[CH:16]=[CH:15]N=C1.C(Cl)(=O)C.Cl.[NH2:22][CH:23]1[CH2:28][CH2:27][C:26](=[O:29])[NH:25][C:24]1=[O:30].P(OC1C=CC=CC=1)(OC1C=CC=CC=1)OC1C=CC=CC=1. The catalyst is C(#N)C.O. The product is [Cl:11][C:7]1[CH:8]=[CH:9][CH:10]=[C:2]2[C:3]=1[C:4](=[O:6])[N:22]([CH:23]1[CH2:28][CH2:27][C:26](=[O:29])[NH:25][C:24]1=[O:30])[C:15]([CH3:16])=[N:1]2. The yield is 0.310. (5) The reactants are [NH2:1][C:2]1[CH:7]=[CH:6][CH:5]=[CH:4][CH:3]=1.[CH3:8][C:9]([CH3:13])(O)[C:10]#[N:11]. The catalyst is C(OCC)(=O)C. The product is [CH3:8][C:9]([NH:1][C:2]1[CH:7]=[CH:6][CH:5]=[CH:4][CH:3]=1)([CH3:13])[C:10]#[N:11]. The yield is 0.940. (6) The catalyst is C(#N)C. The product is [Cl:10][C:11]1[C:12]([F:41])=[C:13]([CH:38]=[CH:39][CH:40]=1)[NH:14][C:15]1[C:24]2[C:19](=[CH:20][C:21]([O:36][CH3:37])=[C:22]([O:25][CH2:26][C@@H:27]3[CH2:31][CH2:30][CH2:29][N:28]3[C:32](=[O:35])[CH2:33][N:6]3[CH2:5][CH:4]4[O:3][CH2:2][O:9][CH:8]4[CH2:7]3)[CH:23]=2)[N:18]=[CH:17][N:16]=1. The reactants are Cl.[CH2:2]1[O:9][CH:8]2[CH:4]([CH2:5][NH:6][CH2:7]2)[O:3]1.[Cl:10][C:11]1[C:12]([F:41])=[C:13]([CH:38]=[CH:39][CH:40]=1)[NH:14][C:15]1[C:24]2[C:19](=[CH:20][C:21]([O:36][CH3:37])=[C:22]([O:25][CH2:26][C@@H:27]3[CH2:31][CH2:30][CH2:29][N:28]3[C:32](=[O:35])[CH2:33]Cl)[CH:23]=2)[N:18]=[CH:17][N:16]=1.C(N(C(C)C)CC)(C)C. The yield is 0.700. (7) The reactants are [C:1]([O:5][C:6]([NH:8][C@@:9]([CH3:15])([CH2:13][OH:14])[C:10]([OH:12])=O)=[O:7])([CH3:4])([CH3:3])[CH3:2].C(N(CC)C(C)C)(C)C.[O:25]1[CH2:29][CH2:28][O:27][CH:26]1[C:30]1[CH:36]=[C:35]([O:37][CH3:38])[CH:34]=[CH:33][C:31]=1[NH2:32].F[P-](F)(F)(F)(F)F.C[N+](C)=C(N(C)C)ON1C2N=CC=CC=2N=N1. The catalyst is CN(C=O)C.O.C(OCC)(=O)C. The product is [O:25]1[CH2:29][CH2:28][O:27][CH:26]1[C:30]1[CH:36]=[C:35]([O:37][CH3:38])[CH:34]=[CH:33][C:31]=1[NH:32][C:10](=[O:12])[C@:9]([NH:8][C:6](=[O:7])[O:5][C:1]([CH3:2])([CH3:3])[CH3:4])([CH3:15])[CH2:13][OH:14]. The yield is 0.430. (8) The catalyst is CN(C=O)C.C(Cl)Cl.O.Cl[Pd](Cl)([P](C1C=CC=CC=1)(C1C=CC=CC=1)C1C=CC=CC=1)[P](C1C=CC=CC=1)(C1C=CC=CC=1)C1C=CC=CC=1. The reactants are Br[C:2]1[CH:19]=[CH:18][C:5]([O:6][C:7]2[C:8]3[CH:15]=[CH:14][C:13]([O:16][CH3:17])=[CH:12][C:9]=3[S:10][CH:11]=2)=[CH:4][CH:3]=1.[C:20]([O:24][CH3:25])(=[O:23])[CH:21]=[CH2:22].C(N(CC)CC)C. The product is [CH3:17][O:16][C:13]1[CH:14]=[CH:15][C:8]2[C:7]([O:6][C:5]3[CH:18]=[CH:19][C:2](/[CH:22]=[CH:21]/[C:20]([O:24][CH3:25])=[O:23])=[CH:3][CH:4]=3)=[CH:11][S:10][C:9]=2[CH:12]=1. The yield is 0.610. (9) The reactants are N1C=CC=CC=1.[Si:7]([O:14][CH2:15][CH:16]([CH2:18][O:19][CH2:20][CH2:21][CH2:22][CH2:23][CH2:24][CH2:25][CH2:26][CH2:27][CH2:28][CH2:29][CH2:30][CH2:31][CH2:32][CH2:33][CH2:34][CH3:35])[OH:17])([C:10]([CH3:13])([CH3:12])[CH3:11])([CH3:9])[CH3:8].[C:36](Cl)(=[O:58])[CH:37]=[CH:38][CH:39]=[CH:40][CH:41]=[CH:42][CH:43]=[CH:44][CH:45]=[CH:46][CH:47]=[CH:48][CH2:49][CH2:50][CH2:51][CH2:52][CH2:53][CH2:54][CH2:55][CH2:56][CH3:57].O. The catalyst is C1(C)C=CC=CC=1. The product is [Si:7]([O:14][CH2:15][CH:16]([CH2:18][O:19][CH2:20][CH2:21][CH2:22][CH2:23][CH2:24][CH2:25][CH2:26][CH2:27][CH2:28][CH2:29][CH2:30][CH2:31][CH2:32][CH2:33][CH2:34][CH3:35])[O:17][C:36](=[O:58])[CH:37]=[CH:38][CH:39]=[CH:40][CH:41]=[CH:42][CH:43]=[CH:44][CH:45]=[CH:46][CH:47]=[CH:48][CH2:49][CH2:50][CH2:51][CH2:52][CH2:53][CH2:54][CH2:55][CH2:56][CH3:57])([C:10]([CH3:13])([CH3:12])[CH3:11])([CH3:9])[CH3:8]. The yield is 0.814. (10) The reactants are [NH2:1][C:2]1[C:3](Cl)=[CH:4][C:5]([Cl:18])=[C:6]([N:8]2[C:12](=[O:13])[N:11]([CH:14]([F:16])[F:15])[C:10]([CH3:17])=[N:9]2)[CH:7]=1.CCO[C:23]([S-:25])=[S:24].[K+].Cl. The catalyst is CN(C)C=O. The product is [Cl:18][C:5]1[C:6]([N:8]2[C:12](=[O:13])[N:11]([CH:14]([F:16])[F:15])[C:10]([CH3:17])=[N:9]2)=[CH:7][C:2]2[N:1]=[C:23]([SH:25])[S:24][C:3]=2[CH:4]=1. The yield is 0.680.